From a dataset of Reaction yield outcomes from USPTO patents with 853,638 reactions. Predict the reaction yield, written as a fraction of the theoretical maximum amount of product (1.0 means a 100% yield; for example, 0.34 means a 34% yield). (1) The reactants are [Cl:1][C:2]1[CH:14]=[CH:13][C:5]([CH2:6][CH:7]2[CH2:11][CH2:10][NH:9][C:8]2=O)=[CH:4][CH:3]=1. The catalyst is C1COCC1. The product is [Cl:1][C:2]1[CH:3]=[CH:4][C:5]([CH2:6][CH:7]2[CH2:11][CH2:10][NH:9][CH2:8]2)=[CH:13][CH:14]=1. The yield is 0.990. (2) The reactants are [Br-].Br[C:3]1[CH:25]=[C:24]2[C:6]([CH2:7][C:8]([CH3:27])([CH3:26])[CH2:9][C:10]32[CH2:15][CH2:14][S:13][C:12]([NH:16][C:17](=[O:23])[O:18][C:19]([CH3:22])([CH3:21])[CH3:20])=[N:11]3)=[CH:5][CH:4]=1.[Li+].C[Si]([N-:33][Si](C)(C)C)(C)C.C1(C)C=CC=CC=1.Cl.C([O-])([O-])=O.[Na+].[Na+]. The catalyst is O1CCOCC1.C1C=CC(/C=C/C(/C=C/C2C=CC=CC=2)=O)=CC=1.C1C=CC(/C=C/C(/C=C/C2C=CC=CC=2)=O)=CC=1.C1C=CC(/C=C/C(/C=C/C2C=CC=CC=2)=O)=CC=1.[Pd].[Pd].C1(C2C=CC=CC=2)C=CC=CC=1P(C1CCCCC1)C1CCCCC1. The product is [NH2:33][C:3]1[CH:25]=[C:24]2[C:6]([CH2:7][C:8]([CH3:27])([CH3:26])[CH2:9][C:10]32[CH2:15][CH2:14][S:13][C:12]([NH:16][C:17](=[O:23])[O:18][C:19]([CH3:22])([CH3:21])[CH3:20])=[N:11]3)=[CH:5][CH:4]=1. The yield is 0.507.